Predict the reactants needed to synthesize the given product. From a dataset of Full USPTO retrosynthesis dataset with 1.9M reactions from patents (1976-2016). (1) Given the product [Cl:3][C:4]1[CH:5]=[CH:6][C:7]([O:12][CH3:13])=[C:8]([CH:11]=1)[CH2:9][O:10][C:19]1[CH:20]=[CH:21][CH:22]=[C:15]([F:14])[C:16]=1[C:17]#[N:18], predict the reactants needed to synthesize it. The reactants are: [H-].[Na+].[Cl:3][C:4]1[CH:5]=[CH:6][C:7]([O:12][CH3:13])=[C:8]([CH:11]=1)[CH2:9][OH:10].[F:14][C:15]1[CH:22]=[CH:21][CH:20]=[C:19](F)[C:16]=1[C:17]#[N:18]. (2) Given the product [C:23]([C:27]1[CH:28]=[C:29]([C:47]([CH3:50])([CH3:49])[CH3:48])[C:30]2[O:34][C:33](=[O:35])[CH:32]([C:36]3[CH:41]=[CH:40][C:39]([C:42]([O:44][CH2:45][CH2:9][CH2:10][CH2:11][CH2:12][CH2:13][CH2:14][CH3:15])=[O:43])=[CH:38][CH:37]=3)[C:31]=2[CH:46]=1)([CH3:26])([CH3:25])[CH3:24], predict the reactants needed to synthesize it. The reactants are: C(O)CCCCCO.[CH2:9](O)[CH2:10][CH2:11][CH2:12][CH2:13][CH2:14][CH2:15]CCCCCO.[C:23]([C:27]1[CH:28]=[C:29]([C:47]([CH3:50])([CH3:49])[CH3:48])[C:30]2[O:34][C:33](=[O:35])[CH:32]([C:36]3[CH:41]=[CH:40][C:39]([C:42]([O:44][CH3:45])=[O:43])=[CH:38][CH:37]=3)[C:31]=2[CH:46]=1)([CH3:26])([CH3:25])[CH3:24]. (3) Given the product [OH:36][C:25]1[C:24](=[O:23])[N:13]([C:14]2[N:15]=[N:16][C:17]([CH3:20])=[CH:18][CH:19]=2)[CH:6]([C:5]2[CH:8]=[CH:9][CH:10]=[C:3]([C:2]([F:12])([F:11])[F:1])[CH:4]=2)[C:26]=1[C:27](=[O:35])[C:28]1[CH:33]=[CH:32][C:31]([CH3:34])=[CH:30][CH:29]=1, predict the reactants needed to synthesize it. The reactants are: [F:1][C:2]([F:12])([F:11])[C:3]1[CH:4]=[C:5]([CH:8]=[CH:9][CH:10]=1)[CH:6]=O.[NH2:13][C:14]1[N:15]=[N:16][C:17]([CH3:20])=[CH:18][CH:19]=1.C([O:23][C:24](=O)[C:25]([OH:36])=[CH:26][C:27](=[O:35])[C:28]1[CH:33]=[CH:32][C:31]([CH3:34])=[CH:30][CH:29]=1)C. (4) Given the product [CH:18]1[C:27]2[C:22](=[CH:23][CH:24]=[CH:25][CH:26]=2)[CH:21]=[CH:20][C:19]=1[S:28][CH2:29][CH2:30][C:31]([NH:17][C:14]1[CH:15]=[C:16]2[C:11]([CH:10]=[N:9][N:8]2[CH2:7][CH2:6][N:1]2[CH2:5][CH2:4][CH2:3][CH2:2]2)=[CH:12][CH:13]=1)=[O:32], predict the reactants needed to synthesize it. The reactants are: [N:1]1([CH2:6][CH2:7][N:8]2[C:16]3[C:11](=[CH:12][CH:13]=[C:14]([NH2:17])[CH:15]=3)[CH:10]=[N:9]2)[CH2:5][CH2:4][CH2:3][CH2:2]1.[CH:18]1[C:27]2[C:22](=[CH:23][CH:24]=[CH:25][CH:26]=2)[CH:21]=[CH:20][C:19]=1[S:28][CH2:29][CH2:30][C:31](O)=[O:32]. (5) Given the product [N:21]1[CH:22]=[CH:23][CH:24]=[C:19]([C:2]#[C:1][C:3]2[CH:4]=[CH:5][C:6]([N:9]3[C:13]4=[N:14][CH:15]=[CH:16][CH:17]=[C:12]4[CH:11]=[CH:10]3)=[CH:7][CH:8]=2)[CH:20]=1, predict the reactants needed to synthesize it. The reactants are: [C:1]([C:3]1[CH:8]=[CH:7][C:6]([N:9]2[C:13]3=[N:14][CH:15]=[CH:16][CH:17]=[C:12]3[CH:11]=[CH:10]2)=[CH:5][CH:4]=1)#[CH:2].I[C:19]1[CH:20]=[N:21][CH:22]=[CH:23][CH:24]=1. (6) The reactants are: [CH2:1]([C:3]1[CH:4]=[N:5][C:6]([N:9]2[CH2:14][CH2:13][CH:12]([OH:15])[CH2:11][CH2:10]2)=[N:7][CH:8]=1)[CH3:2].[CH3:16][S:17](N1CCC2C(=CC=C([N+]([O-])=O)C=2)C1)(=[O:19])=[O:18]. Given the product [CH3:16][S:17]([O:15][CH:12]1[CH2:11][CH2:10][N:9]([C:6]2[N:7]=[CH:8][C:3]([CH2:1][CH3:2])=[CH:4][N:5]=2)[CH2:14][CH2:13]1)(=[O:19])=[O:18], predict the reactants needed to synthesize it. (7) Given the product [Cl:12][C:4]1[N:3]=[C:2]([O:18][CH3:16])[C:7]([N+:8]([O-:10])=[O:9])=[C:6]([NH2:11])[CH:5]=1, predict the reactants needed to synthesize it. The reactants are: Cl[C:2]1[C:7]([N+:8]([O-:10])=[O:9])=[C:6]([NH2:11])[CH:5]=[C:4]([Cl:12])[N:3]=1.C[O-].[Na+].[C:16](O)(=[O:18])C. (8) Given the product [CH3:1][O:2][C:3](=[O:25])[C:4]1[CH:9]=[C:8]([N:35]2[CH2:36][CH2:37][CH:33]([NH:32][C:31]([O:30][C:26]([CH3:29])([CH3:28])[CH3:27])=[O:38])[CH2:34]2)[CH:7]=[N:6][C:5]=1[O:11][C:12]1[CH:17]=[CH:16][C:15]([O:18][C:19]2[CH:24]=[CH:23][CH:22]=[CH:21][CH:20]=2)=[CH:14][CH:13]=1, predict the reactants needed to synthesize it. The reactants are: [CH3:1][O:2][C:3](=[O:25])[C:4]1[CH:9]=[C:8](I)[CH:7]=[N:6][C:5]=1[O:11][C:12]1[CH:17]=[CH:16][C:15]([O:18][C:19]2[CH:24]=[CH:23][CH:22]=[CH:21][CH:20]=2)=[CH:14][CH:13]=1.[C:26]([O:30][C:31](=[O:38])[NH:32][CH:33]1[CH2:37][CH2:36][NH:35][CH2:34]1)([CH3:29])([CH3:28])[CH3:27].C(=O)([O-])[O-].[Cs+].[Cs+]. (9) Given the product [F:26][C@H:27]1[C@@H:32]([O:33][C:34]2[CH:41]=[CH:40][C:39]([C:2]3[N:3]=[C:4]([NH:8][C:9]4[CH:14]=[CH:13][C:12]([N:15]5[CH2:20][CH2:19][N:18]([C:21]6([CH3:25])[CH2:24][O:23][CH2:22]6)[CH2:17][CH2:16]5)=[CH:11][CH:10]=4)[N:5]=[CH:6][N:7]=3)=[CH:38][C:35]=2[C:36]#[N:37])[CH2:31][CH2:30][N:29]([C:51](=[O:55])[C@@H:52]([OH:54])[CH3:53])[CH2:28]1, predict the reactants needed to synthesize it. The reactants are: Cl[C:2]1[N:7]=[CH:6][N:5]=[C:4]([NH:8][C:9]2[CH:14]=[CH:13][C:12]([N:15]3[CH2:20][CH2:19][N:18]([C:21]4([CH3:25])[CH2:24][O:23][CH2:22]4)[CH2:17][CH2:16]3)=[CH:11][CH:10]=2)[N:3]=1.[F:26][C@H:27]1[C@@H:32]([O:33][C:34]2[CH:41]=[CH:40][C:39](B3OC(C)(C)C(C)(C)O3)=[CH:38][C:35]=2[C:36]#[N:37])[CH2:31][CH2:30][N:29]([C:51](=[O:55])[C@@H:52]([OH:54])[CH3:53])[CH2:28]1.C(COC)OC.C(=O)([O-])[O-].[Na+].[Na+]. (10) Given the product [NH3:8].[CH3:21][C@@H:19]1[CH2:20][NH:8][CH2:9][C@@H:10]2[N:18]1[C:17]1[C:12]([CH2:11]2)=[CH:13][C:14]2=[CH:43][S:23][CH:22]=[C:15]2[N:16]=1, predict the reactants needed to synthesize it. The reactants are: C(OC([N:8]1[CH2:20][C@@H:19]([CH3:21])[N:18]2[C@H:10]([CH2:11][C:12]3[C:17]2=[N:16][C:15]([CH2:22][S:23]C(C2C=CC=CC=2)(C2C=CC=CC=2)C2C=CC=CC=2)=[C:14]([CH:43]=O)[CH:13]=3)[CH2:9]1)=O)(C)(C)C.